This data is from Forward reaction prediction with 1.9M reactions from USPTO patents (1976-2016). The task is: Predict the product of the given reaction. (1) Given the reactants [Br:1][C:2]1[CH:7]=[CH:6][C:5]([C:8]2[CH:13]=[CH:12][C:11]([O:14][CH2:15][C:16]3[C:17]([O:22][CH3:23])=[N:18][CH:19]=[CH:20][CH:21]=3)=[CH:10][CH:9]=2)=[CH:4][CH:3]=1.C1C=C(Cl)C=C(C(OO)=[O:32])C=1, predict the reaction product. The product is: [Br:1][C:2]1[CH:3]=[CH:4][C:5]([C:8]2[CH:9]=[CH:10][C:11]([O:14][CH2:15][C:16]3[C:17]([O:22][CH3:23])=[N+:18]([O-:32])[CH:19]=[CH:20][CH:21]=3)=[CH:12][CH:13]=2)=[CH:6][CH:7]=1. (2) Given the reactants [C:1]([O:4][C@H:5]([C:43]1[CH:48]=[CH:47][C:46]([F:49])=[CH:45][CH:44]=1)[CH2:6][CH2:7][C@H:8]1[C:11](=[O:12])[N:10]([C:13]2[CH:18]=[CH:17][C:16]([CH2:19][CH2:20][CH2:21][OH:22])=[CH:15][CH:14]=2)[C@@H:9]1[C:23]1[CH:28]=[CH:27][C:26]([CH2:29][CH2:30][C:31]2([O:39][C:40](=[O:42])[CH3:41])[CH2:36][O:35][C:34]([CH3:38])([CH3:37])[O:33][CH2:32]2)=[CH:25][CH:24]=1)(=[O:3])[CH3:2].CC(OI1(OC(C)=O)(OC(C)=O)OC(=O)C2C=CC=CC1=2)=O, predict the reaction product. The product is: [C:1]([O:4][C@H:5]([C:43]1[CH:48]=[CH:47][C:46]([F:49])=[CH:45][CH:44]=1)[CH2:6][CH2:7][C@H:8]1[C:11](=[O:12])[N:10]([C:13]2[CH:18]=[CH:17][C:16]([CH2:19][CH2:20][CH:21]=[O:22])=[CH:15][CH:14]=2)[C@@H:9]1[C:23]1[CH:28]=[CH:27][C:26]([CH2:29][CH2:30][C:31]2([O:39][C:40](=[O:42])[CH3:41])[CH2:36][O:35][C:34]([CH3:37])([CH3:38])[O:33][CH2:32]2)=[CH:25][CH:24]=1)(=[O:3])[CH3:2]. (3) Given the reactants [Cl:1][C:2]1[CH:20]=[CH:19][C:5]([C:6]([N:8]([C:10]2[C:15]([CH3:16])=[CH:14][CH:13]=[CH:12][C:11]=2[O:17][CH3:18])[CH3:9])=[O:7])=[CH:4][C:3]=1[C:21]1C=[N:23][C:24](Cl)=[CH:25][C:26]=1[CH3:27].[CH3:29][S-].[Na+].C[S:33]([CH3:35])=O, predict the reaction product. The product is: [Cl:1][C:2]1[CH:20]=[CH:19][C:5]([C:6]([N:8]([C:10]2[C:15]([CH3:16])=[CH:14][CH:13]=[CH:12][C:11]=2[O:17][CH3:18])[CH3:9])=[O:7])=[CH:4][C:3]=1[C:21]1[C:35]([SH:33])=[N:23][C:24]([CH3:29])=[CH:25][C:26]=1[CH3:27]. (4) Given the reactants Br[C:2]1[CH:7]=[CH:6][C:5]([CH:8]([F:22])[C:9]([N:11]2[CH2:17][C:16]3([CH3:19])[CH2:18][CH:12]2[CH2:13][C:14]([CH3:21])([CH3:20])[CH2:15]3)=[O:10])=[C:4]([F:23])[CH:3]=1.[CH3:24][NH:25][C:26]([C:28]1[CH:33]=[CH:32][C:31](B2OC(C)(C)C(C)(C)O2)=[CH:30][N:29]=1)=[O:27].C(=O)([O-])[O-].[K+].[K+].CN(C)C=O.ClCCl, predict the reaction product. The product is: [F:23][C:4]1[CH:3]=[C:2]([C:31]2[CH:32]=[CH:33][C:28]([C:26]([NH:25][CH3:24])=[O:27])=[N:29][CH:30]=2)[CH:7]=[CH:6][C:5]=1[CH:8]([F:22])[C:9](=[O:10])[N:11]1[CH2:17][C:16]2([CH3:19])[CH2:18][CH:12]1[CH2:13][C:14]([CH3:21])([CH3:20])[CH2:15]2. (5) Given the reactants FC(F)(F)C(O)=O.[C:8]([NH:11][C:12]1[S:13][CH:14]=[C:15]([C:17]2[CH:22]=[CH:21][C:20]([N:23]3[C:27]([Cl:28])=[CH:26][C:25]([NH2:29])=[C:24]3[C:30]([O:32][CH2:33][CH3:34])=[O:31])=[CH:19][CH:18]=2)[N:16]=1)(=[O:10])[CH3:9].[N:35]([C:38]1[CH:43]=[CH:42][CH:41]=[C:40]([O:44][CH3:45])[CH:39]=1)=[C:36]=[O:37], predict the reaction product. The product is: [C:8]([NH:11][C:12]1[S:13][CH:14]=[C:15]([C:17]2[CH:22]=[CH:21][C:20]([N:23]3[C:27]([Cl:28])=[CH:26][C:25]([NH:29][C:36]([NH:35][C:38]4[CH:43]=[CH:42][CH:41]=[C:40]([O:44][CH3:45])[CH:39]=4)=[O:37])=[C:24]3[C:30]([O:32][CH2:33][CH3:34])=[O:31])=[CH:19][CH:18]=2)[N:16]=1)(=[O:10])[CH3:9].